The task is: Regression. Given two drug SMILES strings and cell line genomic features, predict the synergy score measuring deviation from expected non-interaction effect.. This data is from NCI-60 drug combinations with 297,098 pairs across 59 cell lines. (1) Drug 1: COC1=C(C=C2C(=C1)N=CN=C2NC3=CC(=C(C=C3)F)Cl)OCCCN4CCOCC4. Drug 2: CC(C)NC(=O)C1=CC=C(C=C1)CNNC.Cl. Cell line: SK-OV-3. Synergy scores: CSS=41.6, Synergy_ZIP=3.66, Synergy_Bliss=5.41, Synergy_Loewe=-15.2, Synergy_HSA=4.16. (2) Drug 1: CC1=C(C=C(C=C1)C(=O)NC2=CC(=CC(=C2)C(F)(F)F)N3C=C(N=C3)C)NC4=NC=CC(=N4)C5=CN=CC=C5. Drug 2: COCCOC1=C(C=C2C(=C1)C(=NC=N2)NC3=CC=CC(=C3)C#C)OCCOC.Cl. Cell line: K-562. Synergy scores: CSS=14.8, Synergy_ZIP=-1.83, Synergy_Bliss=7.29, Synergy_Loewe=2.30, Synergy_HSA=5.67. (3) Cell line: SNB-75. Synergy scores: CSS=5.27, Synergy_ZIP=-2.71, Synergy_Bliss=-1.47, Synergy_Loewe=-13.1, Synergy_HSA=-4.64. Drug 1: CC1=C2C(C(=O)C3(C(CC4C(C3C(C(C2(C)C)(CC1OC(=O)C(C(C5=CC=CC=C5)NC(=O)OC(C)(C)C)O)O)OC(=O)C6=CC=CC=C6)(CO4)OC(=O)C)O)C)O. Drug 2: C1CNP(=O)(OC1)N(CCCl)CCCl. (4) Drug 1: C1C(C(OC1N2C=C(C(=O)NC2=O)F)CO)O. Drug 2: CS(=O)(=O)OCCCCOS(=O)(=O)C. Cell line: OVCAR-5. Synergy scores: CSS=19.9, Synergy_ZIP=-8.26, Synergy_Bliss=-6.06, Synergy_Loewe=-1.74, Synergy_HSA=-0.732. (5) Drug 1: C1=NNC2=C1C(=O)NC=N2. Drug 2: CC12CCC3C(C1CCC2OP(=O)(O)O)CCC4=C3C=CC(=C4)OC(=O)N(CCCl)CCCl.[Na+]. Cell line: SNB-75. Synergy scores: CSS=2.00, Synergy_ZIP=-0.605, Synergy_Bliss=-0.0584, Synergy_Loewe=0.954, Synergy_HSA=-0.211. (6) Drug 1: CC(C1=C(C=CC(=C1Cl)F)Cl)OC2=C(N=CC(=C2)C3=CN(N=C3)C4CCNCC4)N. Drug 2: CC1C(C(CC(O1)OC2CC(OC(C2O)C)OC3=CC4=CC5=C(C(=O)C(C(C5)C(C(=O)C(C(C)O)O)OC)OC6CC(C(C(O6)C)O)OC7CC(C(C(O7)C)O)OC8CC(C(C(O8)C)O)(C)O)C(=C4C(=C3C)O)O)O)O. Cell line: TK-10. Synergy scores: CSS=4.02, Synergy_ZIP=18.8, Synergy_Bliss=20.2, Synergy_Loewe=20.1, Synergy_HSA=20.1.